From a dataset of Forward reaction prediction with 1.9M reactions from USPTO patents (1976-2016). Predict the product of the given reaction. (1) Given the reactants [C:1]([O:5][C:6](=[O:20])[NH:7][C:8]1[C:9]([C:13]2[CH:18]=[CH:17][C:16]([OH:19])=[CH:15][CH:14]=2)=[N:10][O:11][CH:12]=1)([CH3:4])([CH3:3])[CH3:2].C([O-])([O-])=O.[K+].[K+].[C:27]1([CH2:33][CH2:34][CH2:35]Br)[CH:32]=[CH:31][CH:30]=[CH:29][CH:28]=1.C(OCC)(=O)C, predict the reaction product. The product is: [C:1]([O:5][C:6](=[O:20])[NH:7][C:8]1[C:9]([C:13]2[CH:14]=[CH:15][C:16]([O:19][CH2:35][CH2:34][CH2:33][C:27]3[CH:32]=[CH:31][CH:30]=[CH:29][CH:28]=3)=[CH:17][CH:18]=2)=[N:10][O:11][CH:12]=1)([CH3:4])([CH3:2])[CH3:3]. (2) Given the reactants C[O:2][C:3](=[O:26])[CH2:4][O:5][C:6]1[CH:15]=[C:14]([CH3:16])[CH:13]=[C:12]2[C:7]=1[C:8]([CH3:25])=[C:9]([CH2:17][C:18]1[CH:23]=[CH:22][C:21]([Cl:24])=[CH:20][CH:19]=1)[CH:10]=[N:11]2.C[Si](C)(C)[O-].[K+], predict the reaction product. The product is: [Cl:24][C:21]1[CH:20]=[CH:19][C:18]([CH2:17][C:9]2[CH:10]=[N:11][C:12]3[C:7]([C:8]=2[CH3:25])=[C:6]([O:5][CH2:4][C:3]([OH:26])=[O:2])[CH:15]=[C:14]([CH3:16])[CH:13]=3)=[CH:23][CH:22]=1.